From a dataset of Reaction yield outcomes from USPTO patents with 853,638 reactions. Predict the reaction yield, written as a fraction of the theoretical maximum amount of product (1.0 means a 100% yield; for example, 0.34 means a 34% yield). (1) The reactants are [F:1][C:2]1[CH:7]=[CH:6][CH:5]=[CH:4][C:3]=1[CH2:8][C:9]([O:11][C@H:12]([C:14]1[CH:19]=[CH:18][CH:17]=[CH:16][CH:15]=1)[CH3:13])=[O:10].[CH2:20]1[CH2:30][CH2:29][N:28]2C(=NC[CH2:26][CH2:27]2)CC1.C(Br)(Br)(Br)Br.N1CCCCC1. The catalyst is C1COCC1.C(OCC)C.C1(C)C=CC=CC=1. The product is [F:1][C:2]1[CH:7]=[CH:6][CH:5]=[CH:4][C:3]=1[C@@H:8]([N:28]1[CH2:27][CH2:26][CH2:20][CH2:30][CH2:29]1)[C:9]([O:11][C@H:12]([C:14]1[CH:15]=[CH:16][CH:17]=[CH:18][CH:19]=1)[CH3:13])=[O:10]. The yield is 0.110. (2) The reactants are [NH2:1][C:2]1[C:6]([C:7]([O:9][CH2:10][CH:11]=[CH2:12])=[O:8])=[C:5]([NH2:13])[NH:4][N:3]=1.C([O-])([O-])=O.[Cs+].[Cs+].[C:20](OC)(=[O:23])[C:21]#[CH:22]. The catalyst is CCO. The product is [NH2:13][C:5]1[C:6]([C:7]([O:9][CH2:10][CH:11]=[CH2:12])=[O:8])=[C:2]2[NH:1][C:20](=[O:23])[CH:21]=[CH:22][N:3]2[N:4]=1. The yield is 0.540.